This data is from Full USPTO retrosynthesis dataset with 1.9M reactions from patents (1976-2016). The task is: Predict the reactants needed to synthesize the given product. (1) Given the product [OH:1][CH2:2][CH2:3][CH2:4][NH:5][C:6]1[CH:11]=[CH:10][CH:9]=[CH:8][N:7]=1, predict the reactants needed to synthesize it. The reactants are: [OH:1][CH2:2][CH2:3][CH2:4][NH:5][C:6]1[CH:11]=[CH:10][CH:9]=[CH:8][N+:7]=1[O-].C1CCCCC=1. (2) Given the product [F:9][C:10]1([C:15]2[CH:16]=[CH:17][C:18]([C:21]3[CH2:25][C:24]([C:30]4[CH:35]=[C:34]([Cl:36])[C:33]([Cl:37])=[C:32]([Cl:38])[CH:31]=4)([C:26]([F:27])([F:28])[F:29])[O:23][N:22]=3)=[CH:19][CH:20]=2)[CH2:13][CH:12]([NH:14][C:6](=[O:8])[CH2:5][S:2]([CH3:1])(=[O:4])=[O:3])[CH2:11]1, predict the reactants needed to synthesize it. The reactants are: [CH3:1][S:2]([CH2:5][C:6]([OH:8])=O)(=[O:4])=[O:3].[F:9][C:10]1([C:15]2[CH:20]=[CH:19][C:18]([C:21]3[CH2:25][C:24]([C:30]4[CH:35]=[C:34]([Cl:36])[C:33]([Cl:37])=[C:32]([Cl:38])[CH:31]=4)([C:26]([F:29])([F:28])[F:27])[O:23][N:22]=3)=[CH:17][CH:16]=2)[CH2:13][CH:12]([NH2:14])[CH2:11]1.CCN(C(C)C)C(C)C.CN(C(ON1N=NC2C=CC=NC1=2)=[N+](C)C)C.F[P-](F)(F)(F)(F)F. (3) Given the product [ClH:23].[CH2:21]([O:20][C:18]([C:5]1([CH2:4][CH:1]2[CH2:2][CH2:3]2)[CH2:6][CH2:7][NH:8][CH2:9][CH2:10]1)=[O:19])[CH3:22], predict the reactants needed to synthesize it. The reactants are: [CH:1]1([CH2:4][C:5]2([C:18]([O:20][CH2:21][CH3:22])=[O:19])[CH2:10][CH2:9][N:8](C(OC(C)(C)C)=O)[CH2:7][CH2:6]2)[CH2:3][CH2:2]1.[ClH:23]. (4) Given the product [Cl:13][C:14]1[CH:15]=[C:16]([NH:21][C:22]([N:24]=[C:5]2[NH:6][C:7](=[O:10])[C:8](=[O:9])[N:4]2[CH:1]([CH3:3])[CH3:2])=[NH:23])[CH:17]=[CH:18][C:19]=1[Cl:20], predict the reactants needed to synthesize it. The reactants are: [CH:1]([N:4]1[C:8](=[O:9])[C:7](=[O:10])[N:6]=[C:5]1SC)([CH3:3])[CH3:2].[Cl:13][C:14]1[CH:15]=[C:16]([NH:21][C:22]([NH2:24])=[NH:23])[CH:17]=[CH:18][C:19]=1[Cl:20]. (5) The reactants are: Cl[CH2:2][C:3]1[N:4]=[N:5][C:6]([C:9]2[CH:14]=[CH:13][CH:12]=[CH:11][N:10]=2)=[CH:7][CH:8]=1.[N-:15]=[N+:16]=[N-:17].[Na+].O. Given the product [N:15]([CH2:2][C:3]1[N:4]=[N:5][C:6]([C:9]2[CH:14]=[CH:13][CH:12]=[CH:11][N:10]=2)=[CH:7][CH:8]=1)=[N+:16]=[N-:17], predict the reactants needed to synthesize it. (6) Given the product [ClH:1].[OH:9][CH2:10][CH2:11][N:12]1[C:16]2[N:17]=[C:18]([C:47]#[N:48])[N:19]=[C:20]([C:21]3[CH:42]=[CH:41][C:24]([O:25][CH2:26][CH2:27][CH:28]4[CH2:33][CH2:32][NH:31][CH2:30][CH2:29]4)=[C:23]([C:43]([F:46])([F:45])[F:44])[CH:22]=3)[C:15]=2[CH:14]=[CH:13]1, predict the reactants needed to synthesize it. The reactants are: [ClH:1].[Si]([O:9][CH2:10][CH2:11][N:12]1[C:16]2[N:17]=[C:18]([C:47]#[N:48])[N:19]=[C:20]([C:21]3[CH:42]=[CH:41][C:24]([O:25][CH2:26][CH2:27][CH:28]4[CH2:33][CH2:32][N:31](C(OC(C)(C)C)=O)[CH2:30][CH2:29]4)=[C:23]([C:43]([F:46])([F:45])[F:44])[CH:22]=3)[C:15]=2[CH:14]=[CH:13]1)(C(C)(C)C)(C)C. (7) Given the product [N+:18]([C:9]1[CH:10]=[C:11]([C:14]([F:15])([F:16])[F:17])[CH:12]=[CH:13][C:8]=1[CH2:7][OH:6])([O-:20])=[O:19], predict the reactants needed to synthesize it. The reactants are: [OH-].[Na+].C([O:6][CH2:7][C:8]1[CH:13]=[CH:12][C:11]([C:14]([F:17])([F:16])[F:15])=[CH:10][C:9]=1[N+:18]([O-:20])=[O:19])(=O)C.P([O-])([O-])([O-])=O.[Na+].[Na+].[Na+]. (8) Given the product [CH3:23][O:22][CH2:21][CH2:20][O:19][CH2:18][CH2:17][O:16][CH2:15][CH2:14][O:1][C:2]1[CH:3]=[C:4]([CH:7]=[C:8]([N+:10]([O-:12])=[O:11])[CH:9]=1)[C:5]#[N:6], predict the reactants needed to synthesize it. The reactants are: [OH:1][C:2]1[CH:3]=[C:4]([CH:7]=[C:8]([N+:10]([O-:12])=[O:11])[CH:9]=1)[C:5]#[N:6].Br[CH2:14][CH2:15][O:16][CH2:17][CH2:18][O:19][CH2:20][CH2:21][O:22][CH3:23].C(=O)([O-])[O-].[K+].[K+].